This data is from Peptide-MHC class I binding affinity with 185,985 pairs from IEDB/IMGT. The task is: Regression. Given a peptide amino acid sequence and an MHC pseudo amino acid sequence, predict their binding affinity value. This is MHC class I binding data. (1) The peptide sequence is KPLVNIVAL. The MHC is HLA-B35:01 with pseudo-sequence HLA-B35:01. The binding affinity (normalized) is 0.150. (2) The peptide sequence is ERYFRIHSL. The MHC is HLA-B40:02 with pseudo-sequence HLA-B40:02. The binding affinity (normalized) is 0.374. (3) The MHC is HLA-B08:01 with pseudo-sequence HLA-B08:01. The binding affinity (normalized) is 0.666. The peptide sequence is RPSFLLSSL. (4) The peptide sequence is PVVYHDDDNT. The MHC is HLA-A02:03 with pseudo-sequence HLA-A02:03. The binding affinity (normalized) is 0.0575. (5) The peptide sequence is FQPSTEQLKN. The MHC is H-2-Db with pseudo-sequence H-2-Db. The binding affinity (normalized) is 0.